Dataset: Catalyst prediction with 721,799 reactions and 888 catalyst types from USPTO. Task: Predict which catalyst facilitates the given reaction. (1) Reactant: [N+:1]([C:4]1[CH:9]=[CH:8][C:7]([C:10]2[N:11]=[C:12]3[N:16]([CH:17]=2)[CH:15]=[CH:14][S:13]3)=[CH:6][CH:5]=1)([O-])=O.Cl.CN(C=O)C. Product: [S:13]1[CH:14]=[CH:15][N:16]2[CH:17]=[C:10]([C:7]3[CH:6]=[CH:5][C:4]([NH2:1])=[CH:9][CH:8]=3)[N:11]=[C:12]12. The catalyst class is: 43. (2) Reactant: [C:1]([O:5][C:6](=[O:24])[NH:7][CH2:8][C:9]1[CH:10]=[C:11]([C:15]2[CH:20]=[CH:19][CH:18]=[C:17]([C:21]#[N:22])[C:16]=2[CH3:23])[CH:12]=[CH:13][CH:14]=1)([CH3:4])([CH3:3])[CH3:2].[BH4-].[Na+].[NH4+].[OH-]. Product: [C:1]([O:5][C:6](=[O:24])[NH:7][CH2:8][C:9]1[CH:10]=[C:11]([C:15]2[CH:20]=[CH:19][CH:18]=[C:17]([CH2:21][NH2:22])[C:16]=2[CH3:23])[CH:12]=[CH:13][CH:14]=1)([CH3:4])([CH3:3])[CH3:2]. The catalyst class is: 20. (3) Reactant: [CH3:1][O:2][C:3]1[CH:35]=[C:34]([O:36][CH3:37])[CH:33]=[CH:32][C:4]=1[CH2:5][N:6]1[C:14](=O)[C:13]2[C:8](=[CH:9][C:10]([N+:28]([O-:30])=[O:29])=[C:11]([NH:16][CH2:17][C:18]3[CH:23]=[CH:22][C:21]([O:24][CH3:25])=[CH:20][C:19]=3[O:26][CH3:27])[CH:12]=2)[C:7]1=O.CO.C(N(CC)CC)C.II. Product: [CH3:27][O:26][C:19]1[CH:20]=[C:21]([O:24][CH3:25])[CH:22]=[CH:23][C:18]=1[CH2:17][NH:16][C:11]1[CH:12]=[C:13]2[C:8](=[CH:9][C:10]=1[N+:28]([O-:30])=[O:29])[CH2:7][N:6]([CH2:5][C:4]1[CH:32]=[CH:33][C:34]([O:36][CH3:37])=[CH:35][C:3]=1[O:2][CH3:1])[CH2:14]2. The catalyst class is: 506. (4) Reactant: [C:1]([O:5][C:6]([NH:8][C:9]1([C:13]([OH:15])=O)[CH2:12][CH2:11][CH2:10]1)=[O:7])([CH3:4])([CH3:3])[CH3:2].[CH3:16][C:17]1([CH3:25])[O:24][C:22](=[O:23])[CH2:21][C:19](=[O:20])[O:18]1.CCN=C=NCCCN(C)C. Product: [C:1]([O:5][C:6](=[O:7])[NH:8][C:9]1([C:13](=[C:21]2[C:22](=[O:23])[O:24][C:17]([CH3:25])([CH3:16])[O:18][C:19]2=[O:20])[OH:15])[CH2:10][CH2:11][CH2:12]1)([CH3:2])([CH3:3])[CH3:4]. The catalyst class is: 112.